This data is from Reaction yield outcomes from USPTO patents with 853,638 reactions. The task is: Predict the reaction yield, written as a fraction of the theoretical maximum amount of product (1.0 means a 100% yield; for example, 0.34 means a 34% yield). (1) The reactants are C([O-])([O-])=O.[Na+].[Na+].[Br:7][C:8]1[N:9]=[C:10]([C:28]2([CH3:31])[CH2:30][CH2:29]2)[N:11]([CH2:20][O:21][CH2:22][CH2:23][Si:24]([CH3:27])([CH3:26])[CH3:25])[C:12]=1[C:13]1[CH:18]=[CH:17][N:16]=[C:15](Cl)[N:14]=1.CCN(C(C)C)C(C)C.[NH2:41][CH2:42][CH2:43][C:44]#[N:45]. The catalyst is CN1C(=O)CCC1.CCOC(C)=O. The product is [Br:7][C:8]1[N:9]=[C:10]([C:28]2([CH3:31])[CH2:30][CH2:29]2)[N:11]([CH2:20][O:21][CH2:22][CH2:23][Si:24]([CH3:27])([CH3:26])[CH3:25])[C:12]=1[C:13]1[CH:18]=[CH:17][N:16]=[C:15]([NH:45][CH2:44][CH2:43][C:42]#[N:41])[N:14]=1. The yield is 0.990. (2) The reactants are [CH2:1]([O:8][C:9]1[CH:10]=[C:11]2[C:15](=[CH:16][CH:17]=1)[NH:14][CH:13]=[CH:12]2)[C:2]1[CH:7]=[CH:6][CH:5]=[CH:4][CH:3]=1.Br[CH2:19][CH2:20][C:21]1[CH:26]=[CH:25][CH:24]=[CH:23][CH:22]=1.[OH-].[K+]. The catalyst is CS(C)=O.O. The product is [CH2:1]([O:8][C:9]1[CH:10]=[C:11]2[C:15](=[CH:16][CH:17]=1)[N:14]([CH2:19][CH2:20][C:21]1[CH:26]=[CH:25][CH:24]=[CH:23][CH:22]=1)[CH:13]=[CH:12]2)[C:2]1[CH:3]=[CH:4][CH:5]=[CH:6][CH:7]=1. The yield is 0.430. (3) The reactants are [NH2:1][CH2:2][CH2:3][CH2:4][CH2:5][CH2:6][CH2:7][NH:8][C:9](=[O:15])[O:10][C:11]([CH3:14])([CH3:13])[CH3:12].CCN(C(C)C)C(C)C.[Cl:25][CH2:26][C:27](Cl)=[O:28]. The catalyst is C1COCC1.CCOC(C)=O. The product is [Cl:25][CH2:26][C:27]([NH:1][CH2:2][CH2:3][CH2:4][CH2:5][CH2:6][CH2:7][NH:8][C:9](=[O:15])[O:10][C:11]([CH3:12])([CH3:14])[CH3:13])=[O:28]. The yield is 0.920. (4) The reactants are [Cl:1][C:2]1[CH:3]=[C:4]([NH:8][C:9](NC2C=C3C(=CC=2)N(CCC)NC3=O)=[O:10])[CH:5]=[CH:6][CH:7]=1.C(N1C2C(=CC([N+]([O-])=O)=CC=2)C(=O)N1)C=C. No catalyst specified. The product is [Cl:1][C:2]1[CH:3]=[C:4]([N:8]=[C:9]=[O:10])[CH:5]=[CH:6][CH:7]=1. The yield is 0.800. (5) The reactants are Cl[C:2]1[C:11]2[C:6](=[CH:7][CH:8]=[C:9]([Cl:12])[N:10]=2)[N:5]=[CH:4][C:3]=1[C:13](=[O:15])[CH3:14].[CH3:16][N:17]1[CH2:22][CH2:21][N:20]([CH2:23][C:24]2[CH:30]=[CH:29][C:27]([NH2:28])=[CH:26][CH:25]=2)[CH2:19][CH2:18]1. No catalyst specified. The product is [Cl:12][C:9]1[N:10]=[C:11]2[C:6](=[CH:7][CH:8]=1)[N:5]=[CH:4][C:3]([C:13](=[O:15])[CH3:14])=[C:2]2[NH:28][C:27]1[CH:26]=[CH:25][C:24]([CH2:23][N:20]2[CH2:19][CH2:18][N:17]([CH3:16])[CH2:22][CH2:21]2)=[CH:30][CH:29]=1. The yield is 0.580.